From a dataset of Catalyst prediction with 721,799 reactions and 888 catalyst types from USPTO. Predict which catalyst facilitates the given reaction. (1) Reactant: Cl[C:2]([O:4][CH2:5][Cl:6])=[O:3].[CH3:7][C@H:8]1[CH2:13][CH2:12][CH2:11][C@@H:10]([CH3:14])[NH:9]1.Cl. Product: [CH3:7][C@H:8]1[CH2:13][CH2:12][CH2:11][C@@H:10]([CH3:14])[N:9]1[C:2]([O:4][CH2:5][Cl:6])=[O:3]. The catalyst class is: 11. (2) The catalyst class is: 1. Product: [Cl:1][CH2:2][CH2:3][C:4]([C:6]1[CH:7]=[CH:8][C:9]([F:12])=[CH:10][CH:11]=1)([OH:5])[CH2:16][C:15]([CH3:17])=[CH2:14]. Reactant: [Cl:1][CH2:2][CH2:3][C:4]([C:6]1[CH:11]=[CH:10][C:9]([F:12])=[CH:8][CH:7]=1)=[O:5].I[CH2:14][C:15]([CH3:17])=[CH2:16]. (3) Reactant: Cl[CH2:2][CH2:3][CH2:4][O:5][C:6]1[CH:11]=[CH:10][CH:9]=[CH:8][CH:7]=1.[I-].[K+].C(=O)([O-])[O-].[K+].[K+].[CH2:20]([NH:24][CH2:25][CH2:26][CH2:27][CH3:28])[CH2:21][CH2:22][CH3:23]. Product: [O:5]([CH2:4][CH2:3][CH2:2][N:24]([CH2:25][CH2:26][CH2:27][CH3:28])[CH2:20][CH2:21][CH2:22][CH3:23])[C:6]1[CH:11]=[CH:10][CH:9]=[CH:8][CH:7]=1. The catalyst class is: 131.